Regression. Given a peptide amino acid sequence and an MHC pseudo amino acid sequence, predict their binding affinity value. This is MHC class I binding data. From a dataset of Peptide-MHC class I binding affinity with 185,985 pairs from IEDB/IMGT. (1) The peptide sequence is FAYKTGSSM. The MHC is HLA-B45:06 with pseudo-sequence HLA-B45:06. The binding affinity (normalized) is 0.213. (2) The peptide sequence is FPRGQGVPI. The MHC is HLA-A33:01 with pseudo-sequence HLA-A33:01. The binding affinity (normalized) is 0. (3) The peptide sequence is PYLFWLAAI. The MHC is HLA-A02:03 with pseudo-sequence HLA-A02:03. The binding affinity (normalized) is 0.165.